Dataset: Forward reaction prediction with 1.9M reactions from USPTO patents (1976-2016). Task: Predict the product of the given reaction. (1) Given the reactants C[O:2][C:3](=[O:18])[C@@H:4]1[CH2:8][CH2:7][CH2:6][N:5]1[S:9]([C:12]1[CH:17]=[CH:16][CH:15]=[CH:14][CH:13]=1)(=[O:11])=[O:10].[Li+].[OH-], predict the reaction product. The product is: [C:12]1([S:9]([N:5]2[CH2:6][CH2:7][CH2:8][C@H:4]2[C:3]([OH:18])=[O:2])(=[O:11])=[O:10])[CH:13]=[CH:14][CH:15]=[CH:16][CH:17]=1. (2) Given the reactants [C:1]([O:5][C:6]([N:8]1[CH2:13][CH2:12][C:11](=O)[CH2:10][CH2:9]1)=[O:7])([CH3:4])([CH3:3])[CH3:2].[CH3:15][NH2:16].[BH4-].[Na+].O, predict the reaction product. The product is: [CH3:15][NH:16][CH:11]1[CH2:12][CH2:13][N:8]([C:6]([O:5][C:1]([CH3:4])([CH3:3])[CH3:2])=[O:7])[CH2:9][CH2:10]1. (3) Given the reactants Cl[C:2]1[N:7]=[C:6]([O:8][CH2:9][CH2:10][O:11][CH3:12])[CH:5]=[CH:4][N:3]=1.[CH3:13][C:14]1[CH:15]=[C:16]([CH:18]=[C:19]([B:21]2[O:25][C:24]([CH3:27])([CH3:26])[C:23]([CH3:29])([CH3:28])[O:22]2)[CH:20]=1)[NH2:17].CS(O)(=O)=O, predict the reaction product. The product is: [CH3:12][O:11][CH2:10][CH2:9][O:8][C:6]1[CH:5]=[CH:4][N:3]=[C:2]([NH:17][C:16]2[CH:18]=[C:19]([B:21]3[O:25][C:24]([CH3:26])([CH3:27])[C:23]([CH3:29])([CH3:28])[O:22]3)[CH:20]=[C:14]([CH3:13])[CH:15]=2)[N:7]=1. (4) Given the reactants [NH:1]1[CH:5]=[C:4]([C:6]#[N:7])[CH:3]=[N:2]1.[O-]P([O-])([O-])=O.[K+].[K+].[K+].[Cl:16][C:17]1[C:18]([F:31])=[C:19]([C:24]2[N:29]=[CH:28][N:27]=[C:26]([OH:30])[CH:25]=2)[C:20](I)=[CH:21][CH:22]=1.CN[C@@H]1CCCC[C@H]1NC, predict the reaction product. The product is: [Cl:16][C:17]1[CH:22]=[CH:21][C:20]([N:1]2[CH:5]=[C:4]([C:6]#[N:7])[CH:3]=[N:2]2)=[C:19]([C:24]2[CH:25]=[C:26]([OH:30])[N:27]=[CH:28][N:29]=2)[C:18]=1[F:31]. (5) The product is: [O:1]1[CH:5]=[CH:4][CH:3]=[C:2]1[C:6]1[N:11]=[C:10]2[NH:12][N:13]=[C:14]([NH:15][CH2:22][CH:23]([CH3:26])[CH3:24])[C:9]2=[CH:8][C:7]=1[C:16]1[CH:21]=[CH:20][N:19]=[CH:18][N:17]=1. Given the reactants [O:1]1[CH:5]=[CH:4][CH:3]=[C:2]1[C:6]1[N:11]=[C:10]2[NH:12][N:13]=[C:14]([NH2:15])[C:9]2=[CH:8][C:7]=1[C:16]1[CH:21]=[CH:20][N:19]=[CH:18][N:17]=1.[CH3:22][CH:23]([CH3:26])[CH:24]=O.C(O[BH-](OC(=O)C)OC(=O)C)(=O)C.[Na+], predict the reaction product. (6) Given the reactants Br[C:2]1[CH:3]=[CH:4][C:5]2[O:9][CH2:8][CH2:7][C:6]=2[CH:10]=1.[C:11]([C:13]1[CH:18]=[CH:17][C:16](B(O)O)=[CH:15][CH:14]=1)#[N:12], predict the reaction product. The product is: [O:9]1[C:5]2[CH:4]=[CH:3][C:2]([C:16]3[CH:17]=[CH:18][C:13]([C:11]#[N:12])=[CH:14][CH:15]=3)=[CH:10][C:6]=2[CH2:7][CH2:8]1. (7) Given the reactants Br[C:2]1[CH:3]=[C:4]2[C:8](=[CH:9][CH:10]=1)[C:7](=[O:11])[N:6]([CH2:12][C:13]1[CH:18]=[CH:17][C:16]([CH3:19])=[CH:15][CH:14]=1)[CH2:5]2.[C:20](=[O:23])([O-])[O-:21].[K+].[K+].[CH3:26][N:27]([CH:29]=O)C, predict the reaction product. The product is: [C:4]([O:21][C:20]([N:27]1[CH2:29][CH:2]=[C:10]([C:2]2[CH:3]=[C:4]3[C:8](=[CH:9][CH:10]=2)[C:7](=[O:11])[N:6]([CH2:12][C:13]2[CH:18]=[CH:17][C:16]([CH3:19])=[CH:15][CH:14]=2)[CH2:5]3)[CH2:9][CH2:26]1)=[O:23])([CH3:8])([CH3:5])[CH3:3].